From a dataset of Reaction yield outcomes from USPTO patents with 853,638 reactions. Predict the reaction yield, written as a fraction of the theoretical maximum amount of product (1.0 means a 100% yield; for example, 0.34 means a 34% yield). (1) The reactants are [Br:1][CH:2]1[C:7](=O)[C:6]([Br:9])=[CH:5][N:4]=[CH:3]1.P(Cl)(Cl)(Cl)(Cl)[Cl:11]. No catalyst specified. The product is [Br:1][C:2]1[CH:3]=[N:4][CH:5]=[C:6]([Br:9])[C:7]=1[Cl:11]. The yield is 0.720. (2) The reactants are [N:1]1([C:7]([O:9][C:10]([CH3:13])([CH3:12])[CH3:11])=[O:8])[CH2:6][CH2:5][NH:4][CH2:3][CH2:2]1.Br[CH2:15][CH2:16][CH2:17][OH:18].C(=O)([O-])[O-].[K+].[K+].CO. The catalyst is C(#N)C.ClCCl. The product is [OH:18][CH2:17][CH2:16][CH2:15][N:4]1[CH2:5][CH2:6][N:1]([C:7]([O:9][C:10]([CH3:13])([CH3:12])[CH3:11])=[O:8])[CH2:2][CH2:3]1. The yield is 0.800. (3) The reactants are [CH3:1][NH:2][CH2:3][C:4]1[CH:9]=[CH:8][CH:7]=[C:6]([O:10][C:11]([F:14])([F:13])[F:12])[C:5]=1[O:15][CH2:16][CH2:17][CH3:18].[C:19](Cl)(=[O:22])[CH:20]=[CH2:21].C(N(CC)CC)C. The catalyst is C(Cl)Cl. The product is [CH3:1][N:2]([CH2:3][C:4]1[CH:9]=[CH:8][CH:7]=[C:6]([O:10][C:11]([F:12])([F:13])[F:14])[C:5]=1[O:15][CH2:16][CH2:17][CH3:18])[C:19](=[O:22])[CH:20]=[CH2:21]. The yield is 0.900. (4) The reactants are Br[CH2:2][C:3]([C:5]1[CH:19]=[CH:18][C:8]([C:9]([NH:11][CH2:12][CH2:13][C:14]([F:17])([F:16])[F:15])=[O:10])=[CH:7][CH:6]=1)=O.[C:20]([S:24]([CH2:27][C:28](=[S:30])[NH2:29])(=[O:26])=[O:25])([CH3:23])([CH3:22])[CH3:21]. The catalyst is C1COCC1. The product is [C:20]([S:24]([CH2:27][C:28]1[S:30][CH:2]=[C:3]([C:5]2[CH:19]=[CH:18][C:8]([C:9]([NH:11][CH2:12][CH2:13][C:14]([F:17])([F:16])[F:15])=[O:10])=[CH:7][CH:6]=2)[N:29]=1)(=[O:26])=[O:25])([CH3:23])([CH3:21])[CH3:22]. The yield is 0.760. (5) The reactants are [N:1]1([C:7]([O:9][C:10]([CH3:13])([CH3:12])[CH3:11])=[O:8])[CH2:6][CH2:5][NH:4][CH2:3][CH2:2]1.C(=O)([O-])[O-].[Cs+].[Cs+].C1(P(C2C=CC=CC=2)C2C=CC3C(=CC=CC=3)C=2C2C3C(=CC=CC=3)C=CC=2P(C2C=CC=CC=2)C2C=CC=CC=2)C=CC=CC=1.FC(F)(F)S(O[C:72]1[CH:81]=[CH:80][C:79]([Cl:82])=[C:78]2[C:73]=1[CH:74]=[CH:75][C:76]([CH3:83])=[N:77]2)(=O)=O. The catalyst is C1(C)C=CC=CC=1.C([O-])(=O)C.[Pd+2].C([O-])(=O)C. The product is [Cl:82][C:79]1[CH:80]=[CH:81][C:72]([N:4]2[CH2:5][CH2:6][N:1]([C:7]([O:9][C:10]([CH3:13])([CH3:12])[CH3:11])=[O:8])[CH2:2][CH2:3]2)=[C:73]2[C:78]=1[N:77]=[C:76]([CH3:83])[CH:75]=[CH:74]2. The yield is 0.670.